This data is from Forward reaction prediction with 1.9M reactions from USPTO patents (1976-2016). The task is: Predict the product of the given reaction. Given the reactants Cl[CH:2]([F:4])[F:3].[OH:5][C:6]1[CH:7]=[CH:8][C:9]([CH3:16])=[C:10]([CH:15]=1)[C:11]([O:13][CH3:14])=[O:12].[OH-].[Na+], predict the reaction product. The product is: [F:3][CH:2]([F:4])[O:5][C:6]1[CH:7]=[CH:8][C:9]([CH3:16])=[C:10]([CH:15]=1)[C:11]([O:13][CH3:14])=[O:12].